Dataset: Forward reaction prediction with 1.9M reactions from USPTO patents (1976-2016). Task: Predict the product of the given reaction. (1) Given the reactants Br[C:2]1[C:3](=[O:13])[O:4][CH2:5][C:6]=1[N:7]1[CH2:12][CH2:11][O:10][CH2:9][CH2:8]1.CC1(C)C(C)(C)OB([C:22]2[CH:39]=[CH:38][C:25]([O:26][CH2:27][C:28]3[CH:37]=[CH:36][C:35]4[C:30](=[CH:31][CH:32]=[CH:33][CH:34]=4)[N:29]=3)=[CH:24][CH:23]=2)O1.C([O-])([O-])=O.[Cs+].[Cs+], predict the reaction product. The product is: [O:10]1[CH2:11][CH2:12][N:7]([C:6]2[CH2:5][O:4][C:3](=[O:13])[C:2]=2[C:22]2[CH:23]=[CH:24][C:25]([O:26][CH2:27][C:28]3[CH:37]=[CH:36][C:35]4[C:30](=[CH:31][CH:32]=[CH:33][CH:34]=4)[N:29]=3)=[CH:38][CH:39]=2)[CH2:8][CH2:9]1. (2) Given the reactants [CH2:1]([NH2:5])[C:2]([OH:4])=[O:3].C([O-])(O)=O.[Na+].[CH2:11]([C:15]1[CH:24]=[CH:23][CH:22]=[C:21]2[C:16]=1[CH:17]=[CH:18][C:19]([NH:29][CH3:30])=[C:20]2[S:25](Cl)(=[O:27])=[O:26])[CH2:12][CH2:13][CH3:14], predict the reaction product. The product is: [CH2:11]([C:15]1[CH:24]=[CH:23][CH:22]=[C:21]2[C:16]=1[CH:17]=[CH:18][C:19]([NH:29][CH3:30])=[C:20]2[S:25]([NH:5][CH2:1][C:2]([OH:4])=[O:3])(=[O:27])=[O:26])[CH2:12][CH2:13][CH3:14]. (3) Given the reactants [C:1]([S:4][CH:5]([CH2:10][CH2:11][C:12]1[CH:17]=[CH:16][CH:15]=[CH:14][CH:13]=1)[CH2:6][C:7]([OH:9])=[O:8])(=[O:3])[CH3:2].OS(O)(=O)=O, predict the reaction product. The product is: [C:12]([O:8][C:7](=[O:9])[CH2:6][CH:5]([S:4][C:1](=[O:3])[CH3:2])[CH2:10][CH2:11][C:12]1[CH:13]=[CH:14][CH:15]=[CH:16][CH:17]=1)([CH3:17])([CH3:13])[CH3:11]. (4) Given the reactants Br[C:2]1[C:6]([C:7]2[N:8]=[C:9]([NH:12][C:13]3[N:18]=[CH:17][CH:16]=[CH:15][N:14]=3)[S:10][CH:11]=2)=[CH:5][N:4]([CH2:19][C:20]2[CH:25]=[CH:24][C:23]([O:26][CH3:27])=[CH:22][CH:21]=2)[N:3]=1.[F:28][C:29]1[CH:30]=[CH:31][C:32]([O:38][CH3:39])=[C:33](B(O)O)[CH:34]=1.O.C([O-])(O)=O.[Na+], predict the reaction product. The product is: [F:28][C:29]1[CH:34]=[CH:33][C:32]([O:38][CH3:39])=[C:31]([C:2]2[C:6]([C:7]3[N:8]=[C:9]([NH:12][C:13]4[N:18]=[CH:17][CH:16]=[CH:15][N:14]=4)[S:10][CH:11]=3)=[CH:5][N:4]([CH2:19][C:20]3[CH:25]=[CH:24][C:23]([O:26][CH3:27])=[CH:22][CH:21]=3)[N:3]=2)[CH:30]=1. (5) Given the reactants C([O:4][C@@H:5]1[C@@H:13]([C@@:14]2([CH3:47])[CH2:19][CH2:18][C@H:17]([O:20][Si:21]([C:34]([CH3:37])([CH3:36])[CH3:35])([C:28]3[CH:33]=[CH:32][CH:31]=[CH:30][CH:29]=3)[C:22]3[CH:27]=[CH:26][CH:25]=[CH:24][CH:23]=3)[CH2:16][C@@H:15]2[CH2:38][CH2:39][O:40][C:41]2[CH:46]=[N:45][CH:44]=[CH:43][N:42]=2)[CH2:12][CH2:11][C@@:10]2([CH3:48])[C@H:6]1[CH2:7][CH2:8][C:9]2=[CH2:49])(=O)C.[H-].[H-].[H-].[H-].[Li+].[Al+3], predict the reaction product. The product is: [Si:21]([O:20][C@H:17]1[CH2:18][CH2:19][C@@:14]([C@H:13]2[CH2:12][CH2:11][C@@:10]3([CH3:48])[C@@H:6]([CH2:7][CH2:8][C:9]3=[CH2:49])[C@@H:5]2[OH:4])([CH3:47])[C@@H:15]([CH2:38][CH2:39][O:40][C:41]2[CH:46]=[N:45][CH:44]=[CH:43][N:42]=2)[CH2:16]1)([C:34]([CH3:37])([CH3:36])[CH3:35])([C:28]1[CH:33]=[CH:32][CH:31]=[CH:30][CH:29]=1)[C:22]1[CH:27]=[CH:26][CH:25]=[CH:24][CH:23]=1. (6) Given the reactants [N+:1]([C:4]1[CH:10]=[CH:9][C:7]([NH2:8])=[CH:6][CH:5]=1)([O-:3])=[O:2].[N+](=[C:13]([C:18](=[O:20])[CH3:19])[C:14]([O:16][CH3:17])=[O:15])=[N-], predict the reaction product. The product is: [N+:1]([C:4]1[CH:10]=[CH:9][C:7]([NH:8][CH:13]([C:18](=[O:20])[CH3:19])[C:14]([O:16][CH3:17])=[O:15])=[CH:6][CH:5]=1)([O-:3])=[O:2]. (7) Given the reactants [Cl:1][C:2]1[CH:7]=[CH:6][C:5]([S:8]([NH:11][C@H:12]2[CH2:17][CH2:16][C@H:15]([C:18]([O:20][CH3:21])=[O:19])[CH2:14][CH2:13]2)(=[O:10])=[O:9])=[CH:4][C:3]=1[N+:22]([O-])=O, predict the reaction product. The product is: [NH2:22][C:3]1[CH:4]=[C:5]([S:8]([NH:11][C@H:12]2[CH2:13][CH2:14][C@H:15]([C:18]([O:20][CH3:21])=[O:19])[CH2:16][CH2:17]2)(=[O:9])=[O:10])[CH:6]=[CH:7][C:2]=1[Cl:1]. (8) Given the reactants [NH2:1][CH2:2][CH2:3][CH2:4][NH:5][C:6]1[C:11]([Br:12])=[CH:10][N:9]=[C:8]([NH:13][C:14]2[CH:15]=[C:16]([NH:20][C:21]([N:23]3[CH2:27][CH2:26][CH2:25][CH2:24]3)=[O:22])[CH:17]=[CH:18][CH:19]=2)[N:7]=1.CCN(C(C)C)C(C)C.[C:37]1([N:43]=[C:44]=[O:45])[CH:42]=[CH:41][CH:40]=[CH:39][CH:38]=1, predict the reaction product. The product is: [Br:12][C:11]1[C:6]([NH:5][CH2:4][CH2:3][CH2:2][NH:1][C:44]([NH:43][C:37]2[CH:42]=[CH:41][CH:40]=[CH:39][CH:38]=2)=[O:45])=[N:7][C:8]([NH:13][C:14]2[CH:15]=[C:16]([NH:20][C:21]([N:23]3[CH2:27][CH2:26][CH2:25][CH2:24]3)=[O:22])[CH:17]=[CH:18][CH:19]=2)=[N:9][CH:10]=1.